Dataset: NCI-60 drug combinations with 297,098 pairs across 59 cell lines. Task: Regression. Given two drug SMILES strings and cell line genomic features, predict the synergy score measuring deviation from expected non-interaction effect. (1) Drug 1: C1CN(CCN1C(=O)CCBr)C(=O)CCBr. Synergy scores: CSS=0.346, Synergy_ZIP=-0.877, Synergy_Bliss=0.779, Synergy_Loewe=-2.76, Synergy_HSA=-1.66. Cell line: OVCAR-4. Drug 2: C(CCl)NC(=O)N(CCCl)N=O. (2) Drug 2: C1C(C(OC1N2C=NC3=C(N=C(N=C32)Cl)N)CO)O. Cell line: HCT116. Synergy scores: CSS=23.9, Synergy_ZIP=-0.551, Synergy_Bliss=1.47, Synergy_Loewe=0.395, Synergy_HSA=0.927. Drug 1: CNC(=O)C1=CC=CC=C1SC2=CC3=C(C=C2)C(=NN3)C=CC4=CC=CC=N4. (3) Drug 1: CC12CCC(CC1=CCC3C2CCC4(C3CC=C4C5=CN=CC=C5)C)O. Drug 2: C1C(C(OC1N2C=NC3=C2NC=NCC3O)CO)O. Cell line: TK-10. Synergy scores: CSS=7.70, Synergy_ZIP=-1.61, Synergy_Bliss=5.35, Synergy_Loewe=4.87, Synergy_HSA=4.87. (4) Drug 1: CCC1=C2CN3C(=CC4=C(C3=O)COC(=O)C4(CC)O)C2=NC5=C1C=C(C=C5)O. Drug 2: CN(C(=O)NC(C=O)C(C(C(CO)O)O)O)N=O. Cell line: UACC62. Synergy scores: CSS=25.0, Synergy_ZIP=-1.01, Synergy_Bliss=-0.973, Synergy_Loewe=-28.4, Synergy_HSA=0.00762. (5) Drug 1: C1=NC2=C(N=C(N=C2N1C3C(C(C(O3)CO)O)O)F)N. Drug 2: CN(CCCl)CCCl.Cl. Cell line: COLO 205. Synergy scores: CSS=46.6, Synergy_ZIP=-3.95, Synergy_Bliss=-3.69, Synergy_Loewe=0.0586, Synergy_HSA=1.75. (6) Drug 1: C1CN1P(=S)(N2CC2)N3CC3. Drug 2: C1=CN(C=N1)CC(O)(P(=O)(O)O)P(=O)(O)O. Cell line: HS 578T. Synergy scores: CSS=7.53, Synergy_ZIP=-3.25, Synergy_Bliss=-0.331, Synergy_Loewe=-2.39, Synergy_HSA=-1.57. (7) Drug 1: C1=NC2=C(N1)C(=S)N=C(N2)N. Drug 2: C1CC(=O)NC(=O)C1N2C(=O)C3=CC=CC=C3C2=O. Cell line: TK-10. Synergy scores: CSS=25.1, Synergy_ZIP=-9.40, Synergy_Bliss=-2.27, Synergy_Loewe=-7.36, Synergy_HSA=-1.52. (8) Drug 1: CC1C(C(=O)NC(C(=O)N2CCCC2C(=O)N(CC(=O)N(C(C(=O)O1)C(C)C)C)C)C(C)C)NC(=O)C3=C4C(=C(C=C3)C)OC5=C(C(=O)C(=C(C5=N4)C(=O)NC6C(OC(=O)C(N(C(=O)CN(C(=O)C7CCCN7C(=O)C(NC6=O)C(C)C)C)C)C(C)C)C)N)C. Drug 2: CNC(=O)C1=NC=CC(=C1)OC2=CC=C(C=C2)NC(=O)NC3=CC(=C(C=C3)Cl)C(F)(F)F. Cell line: TK-10. Synergy scores: CSS=-5.50, Synergy_ZIP=0.172, Synergy_Bliss=-5.66, Synergy_Loewe=-14.7, Synergy_HSA=-10.0. (9) Drug 1: C1=NC2=C(N1)C(=S)N=C(N2)N. Drug 2: CC1=C(C(=O)C2=C(C1=O)N3CC4C(C3(C2COC(=O)N)OC)N4)N. Cell line: PC-3. Synergy scores: CSS=24.8, Synergy_ZIP=-13.0, Synergy_Bliss=-7.54, Synergy_Loewe=-10.2, Synergy_HSA=-4.14. (10) Synergy scores: CSS=8.77, Synergy_ZIP=-6.17, Synergy_Bliss=-2.03, Synergy_Loewe=-12.9, Synergy_HSA=-2.55. Drug 1: CC(CN1CC(=O)NC(=O)C1)N2CC(=O)NC(=O)C2. Cell line: DU-145. Drug 2: C1CNP(=O)(OC1)N(CCCl)CCCl.